This data is from Peptide-MHC class I binding affinity with 185,985 pairs from IEDB/IMGT. The task is: Regression. Given a peptide amino acid sequence and an MHC pseudo amino acid sequence, predict their binding affinity value. This is MHC class I binding data. (1) The peptide sequence is KTNLYGFIIK. The MHC is HLA-A31:01 with pseudo-sequence HLA-A31:01. The binding affinity (normalized) is 0.340. (2) The peptide sequence is FEDQLLPF. The MHC is H-2-Kb with pseudo-sequence H-2-Kb. The binding affinity (normalized) is 0.0497.